Task: Predict the reaction yield, written as a fraction of the theoretical maximum amount of product (1.0 means a 100% yield; for example, 0.34 means a 34% yield).. Dataset: Reaction yield outcomes from USPTO patents with 853,638 reactions (1) The reactants are [CH2:1]([N:3]([CH2:6][C:7](=[O:9])[CH3:8])[CH2:4][CH3:5])[CH3:2].[ClH:10]. The catalyst is O. The product is [ClH:10].[CH2:1]([N:3]([CH2:6][C:7](=[O:9])[CH3:8])[CH2:4][CH3:5])[CH3:2]. The yield is 0.995. (2) The reactants are [CH2:1]([N:3]([CH2:37][CH3:38])[CH2:4][CH2:5][CH2:6][NH:7][C:8]1[N:9]=[C:10]([C:27]2[C:28]([CH3:36])=[C:29]([CH:33]=[CH:34][CH:35]=2)[C:30]([OH:32])=O)[C:11]2[CH:17]=[CH:16][C:15](=[O:18])[N:14]([C:19]3[C:24]([F:25])=[CH:23][CH:22]=[CH:21][C:20]=3[F:26])[C:12]=2[N:13]=1)[CH3:2].CN(C(ON1N=NC2C=CC=CC1=2)=[N+](C)C)C.F[P-](F)(F)(F)(F)F.C(N(CC)CC)C.[S:70]1[CH:74]=[CH:73][N:72]=[C:71]1[NH2:75]. The catalyst is CN(C=O)C. The product is [CH2:1]([N:3]([CH2:37][CH3:38])[CH2:4][CH2:5][CH2:6][NH:7][C:8]1[N:9]=[C:10]([C:27]2[C:28]([CH3:36])=[C:29]([CH:33]=[CH:34][CH:35]=2)[C:30]([NH:75][C:71]2[S:70][CH:74]=[CH:73][N:72]=2)=[O:32])[C:11]2[CH:17]=[CH:16][C:15](=[O:18])[N:14]([C:19]3[C:20]([F:26])=[CH:21][CH:22]=[CH:23][C:24]=3[F:25])[C:12]=2[N:13]=1)[CH3:2]. The yield is 0.300. (3) The reactants are [OH:1][C:2]1[CH:7]=[C:6]([Cl:8])[N:5]=[N:4][C:3]=1Cl.[CH:10]1([C:13]2[CH:18]=[CH:17][CH:16]=[C:15]([CH3:19])[C:14]=2[OH:20])[CH2:12][CH2:11]1.[OH-].[K+].Cl. The catalyst is CO.C(O)CCCCCCC. The product is [Cl:8][C:6]1[N:5]=[N:4][C:3]([O:20][C:14]2[C:15]([CH3:19])=[CH:16][CH:17]=[CH:18][C:13]=2[CH:10]2[CH2:11][CH2:12]2)=[C:2]([OH:1])[CH:7]=1. The yield is 0.230. (4) The reactants are C[O:2][C:3]1[CH:8]=[CH:7][C:6]([C:9]2([C:12]([O:14][CH3:15])=[O:13])[CH2:11][CH2:10]2)=[CH:5][CH:4]=1.CCS.[Al+3].[Cl-].[Cl-].[Cl-]. The catalyst is C(Cl)Cl. The product is [CH3:15][O:14][C:12]([C:9]1([C:6]2[CH:5]=[CH:4][C:3]([OH:2])=[CH:8][CH:7]=2)[CH2:10][CH2:11]1)=[O:13]. The yield is 0.950. (5) The catalyst is O1CCCC1. The product is [CH3:1][C@@H:2]1[O:7][C:6]2[N:8]=[CH:9][C:10]([NH:12][C:13](=[O:19])[O:14][C:15]([CH3:18])([CH3:17])[CH3:16])=[CH:11][C:5]=2[NH:4][CH2:3]1. The yield is 0.620. The reactants are [CH3:1][C@@H:2]1[O:7][C:6]2[N:8]=[CH:9][C:10]([NH:12][C:13](=[O:19])[O:14][C:15]([CH3:18])([CH3:17])[CH3:16])=[CH:11][C:5]=2[NH:4][C:3]1=O.[H-].[Al+3].[Li+].[H-].[H-].[H-]. (6) The reactants are [F:1][C:2]1[CH:8]=[C:7]([F:9])[CH:6]=[CH:5][C:3]=1[NH2:4].N1C=CC=CC=1.Cl[C:17]([O:19][C:20]1[CH:25]=[CH:24][CH:23]=[CH:22][CH:21]=1)=[O:18].O. The yield is 0.858. The catalyst is O1CCCC1.C(OCC)(=O)C. The product is [F:1][C:2]1[CH:8]=[C:7]([F:9])[CH:6]=[CH:5][C:3]=1[NH:4][C:17](=[O:18])[O:19][C:20]1[CH:25]=[CH:24][CH:23]=[CH:22][CH:21]=1.